This data is from Reaction yield outcomes from USPTO patents with 853,638 reactions. The task is: Predict the reaction yield, written as a fraction of the theoretical maximum amount of product (1.0 means a 100% yield; for example, 0.34 means a 34% yield). (1) The reactants are CS(O[C:6]1[CH:11]=[C:10]([Br:12])[CH:9]=[CH:8][C:7]=1[C:13](=O)[CH2:14][CH3:15])(=O)=O.[CH3:17][NH:18][NH2:19].C([O-])(=O)C.[NH4+]. No catalyst specified. The product is [Br:12][C:10]1[CH:11]=[C:6]2[C:7]([C:13]([CH2:14][CH3:15])=[N:19][N:18]2[CH3:17])=[CH:8][CH:9]=1. The yield is 0.330. (2) The reactants are [Br:1][C:2]1[C:8]([F:9])=[CH:7][C:5]([NH2:6])=[C:4]([N+:10]([O-])=O)[CH:3]=1.[Cl-].[NH4+]. The catalyst is C1COCC1.CCO.O.[Fe]. The product is [Br:1][C:2]1[CH:3]=[C:4]([NH2:10])[C:5]([NH2:6])=[CH:7][C:8]=1[F:9]. The yield is 0.810. (3) The catalyst is O1CCCC1.CN(C=O)C. The yield is 0.890. The reactants are [H-].[Na+].[CH3:3][C:4]1([CH3:11])[O:8][C@@H:7]([CH2:9][OH:10])[CH2:6][O:5]1.[CH3:12][O:13][C:14]1[CH:21]=[CH:20][C:17]([CH2:18]Cl)=[CH:16][CH:15]=1.[Cl-].[NH4+]. The product is [CH3:12][O:13][C:14]1[CH:21]=[CH:20][C:17]([CH2:18][O:10][CH2:9][C@H:7]2[CH2:6][O:5][C:4]([CH3:11])([CH3:3])[O:8]2)=[CH:16][CH:15]=1. (4) The reactants are [CH3:1][C:2]1[N:7]=[C:6]([S:8][CH2:9][C:10]2[CH:15]=[CH:14][N:13]=[CH:12][CH:11]=2)[N:5]=[C:4]([OH:16])[CH:3]=1.[ClH:17].O1CCOCC1. The catalyst is CO. The product is [ClH:17].[CH3:1][C:2]1[N:7]=[C:6]([S:8][CH2:9][C:10]2[CH:11]=[CH:12][N:13]=[CH:14][CH:15]=2)[N:5]=[C:4]([OH:16])[CH:3]=1. The yield is 0.940.